From a dataset of Reaction yield outcomes from USPTO patents with 853,638 reactions. Predict the reaction yield, written as a fraction of the theoretical maximum amount of product (1.0 means a 100% yield; for example, 0.34 means a 34% yield). (1) The reactants are [N+:1]([C:4]1[C:13]([O:14][CH:15]2[CH2:20][CH2:19][O:18][CH2:17][CH2:16]2)=[CH:12][CH:11]=[CH:10][C:5]=1[C:6]([O:8][CH3:9])=[O:7])([O-])=O.C(OCC)(=O)C. The catalyst is CO.[Ni]. The product is [NH2:1][C:4]1[C:13]([O:14][CH:15]2[CH2:20][CH2:19][O:18][CH2:17][CH2:16]2)=[CH:12][CH:11]=[CH:10][C:5]=1[C:6]([O:8][CH3:9])=[O:7]. The yield is 0.720. (2) The reactants are I[C:2]1[C:3]([C:8]([O:10][CH3:11])=[O:9])=[N:4][CH:5]=[CH:6][N:7]=1.Cl[C:13]([F:19])([F:18])C(OC)=O.[F-:20].[K+].C(OCC)C. The catalyst is CN(C=O)C.[Cu](Cl)Cl. The product is [F:18][C:13]([F:19])([F:20])[C:2]1[C:3]([C:8]([O:10][CH3:11])=[O:9])=[N:4][CH:5]=[CH:6][N:7]=1. The yield is 0.410.